This data is from Full USPTO retrosynthesis dataset with 1.9M reactions from patents (1976-2016). The task is: Predict the reactants needed to synthesize the given product. (1) Given the product [N:1]12[CH2:8][C@@H:5]([CH2:6][CH2:7]1)[N:4]([C:24]([C:22]1[S:23][C:19]([C:16]3[CH:17]=[CH:18][C:13]([C:11]([N:10]([CH3:27])[CH3:9])=[O:12])=[CH:14][CH:15]=3)=[CH:20][CH:21]=1)=[O:25])[CH2:3][CH2:2]2, predict the reactants needed to synthesize it. The reactants are: [N:1]12[CH2:8][C@@H:5]([CH2:6][CH2:7]1)[NH:4][CH2:3][CH2:2]2.[CH3:9][N:10]([CH3:27])[C:11]([C:13]1[CH:18]=[CH:17][C:16]([C:19]2[S:23][C:22]([C:24]([O-])=[O:25])=[CH:21][CH:20]=2)=[CH:15][CH:14]=1)=[O:12].[Li+].F[B-](F)(F)F.N1(OC(N(C)C)=[N+](C)C)C2C=CC=CC=2N=N1.ON1C2C=CC=CC=2N=N1.C(N(C(C)C)CC)(C)C.[OH-].[Na+]. (2) The reactants are: COC1C=C2C(C=CC(=O)[N:10]2[CH:13](C)[CH2:14][N:15]2[CH2:20]CC(NC(=O)OC(C)(C)C)[CH2:17][CH2:16]2)=CC=1.FC(F)(F)[C:33](O)=[O:34].NC1CCN([CH2:45][CH2:46][N:47]2[C:52]3[CH:53]=[C:54]([O:57][CH3:58])[CH:55]=[CH:56][C:51]=3CO[C:48]2=[O:59])CC1. Given the product [CH3:58][O:57][C:54]1[CH:55]=[CH:56][C:51]2[O:34][CH2:33][C:48](=[O:59])[N:47]([CH2:46][CH2:45][CH2:20][N:15]3[CH2:14][CH2:13][NH:10][CH2:17][CH2:16]3)[C:52]=2[CH:53]=1, predict the reactants needed to synthesize it. (3) Given the product [CH2:15]([O:17][C:18]([C:20]1[C:21](=[O:40])[C:22]2[CH:27]=[N:26][C:25]([NH:14][C:11]3[CH:12]=[CH:13][C:8]([N:5]4[CH2:4][CH2:3][N:2]([CH3:1])[CH2:7][CH2:6]4)=[CH:9][CH:10]=3)=[N:24][C:23]=2[N:32]([CH:34]2[CH2:39][CH2:38][CH2:37][CH2:36][CH2:35]2)[CH:33]=1)=[O:19])[CH3:16], predict the reactants needed to synthesize it. The reactants are: [CH3:1][N:2]1[CH2:7][CH2:6][N:5]([C:8]2[CH:13]=[CH:12][C:11]([NH2:14])=[CH:10][CH:9]=2)[CH2:4][CH2:3]1.[CH2:15]([O:17][C:18]([C:20]1[C:21](=[O:40])[C:22]2[CH:27]=[N:26][C:25](S(C)(=O)=O)=[N:24][C:23]=2[N:32]([CH:34]2[CH2:39][CH2:38][CH2:37][CH2:36][CH2:35]2)[CH:33]=1)=[O:19])[CH3:16]. (4) The reactants are: [C:1]([O:5][C:6](=[O:35])[NH:7][C:8]1([C:12]2[CH:17]=[CH:16][C:15]([C:18]3[C:19]([C:29]4[CH:34]=[CH:33][CH:32]=[CH:31][CH:30]=4)=[CH:20][C:21]4[NH:26][C:25](=[O:27])[CH2:24][O:23][C:22]=4[N:28]=3)=[CH:14][CH:13]=2)[CH2:11][CH2:10][CH2:9]1)([CH3:4])([CH3:3])[CH3:2].C(=O)([O-])[O-].[K+].[K+].Cl[CH2:43][C:44]([NH2:46])=[O:45]. Given the product [C:1]([O:5][C:6](=[O:35])[NH:7][C:8]1([C:12]2[CH:13]=[CH:14][C:15]([C:18]3[C:19]([C:29]4[CH:30]=[CH:31][CH:32]=[CH:33][CH:34]=4)=[CH:20][C:21]4[N:26]([CH2:43][C:44]([NH2:46])=[O:45])[C:25](=[O:27])[CH2:24][O:23][C:22]=4[N:28]=3)=[CH:16][CH:17]=2)[CH2:11][CH2:10][CH2:9]1)([CH3:4])([CH3:2])[CH3:3], predict the reactants needed to synthesize it. (5) The reactants are: [C:1]([C:5]1[CH:32]=[C:8]2[N:9]=[C:10]([CH3:31])[C:11]([CH:23]([CH2:28][CH2:29][CH3:30])[C:24]([O:26]C)=[O:25])=[C:12]([C:13]3[CH:14]=[C:15]4[C:19](=[CH:20][CH:21]=3)[N:18]([CH3:22])[CH2:17][CH2:16]4)[N:7]2[N:6]=1)([CH3:4])([CH3:3])[CH3:2].[OH-].[Na+]. Given the product [C:1]([C:5]1[CH:32]=[C:8]2[N:9]=[C:10]([CH3:31])[C:11]([CH:23]([CH2:28][CH2:29][CH3:30])[C:24]([OH:26])=[O:25])=[C:12]([C:13]3[CH:14]=[C:15]4[C:19](=[CH:20][CH:21]=3)[N:18]([CH3:22])[CH2:17][CH2:16]4)[N:7]2[N:6]=1)([CH3:3])([CH3:4])[CH3:2], predict the reactants needed to synthesize it. (6) Given the product [F:71][C:67]1[C:68]([F:70])=[CH:69][C:64]([C:61]2[CH:60]=[CH:59][C:58]([O:57][CH2:56][C:53]3[CH:54]=[CH:55][C:50]4[O:49][N:48]=[C:47]([NH:39][CH2:40][CH:41]5[CH2:46][CH2:45][O:44][CH2:43][CH2:42]5)[C:51]=4[CH:52]=3)=[CH:63][CH:62]=2)=[C:65]([O:72][CH3:73])[CH:66]=1, predict the reactants needed to synthesize it. The reactants are: FC1C(F)=CC(C2C=CC(OCC3C=CC4ON=C(NCCOC)C=4C=3)=CC=2)=C(OC)C=1.C(OC(=O)[N:39]([C:47]1[C:51]2[CH:52]=[C:53]([CH2:56][O:57][C:58]3[CH:63]=[CH:62][C:61]([C:64]4[CH:69]=[C:68]([F:70])[C:67]([F:71])=[CH:66][C:65]=4[O:72][CH3:73])=[CH:60][CH:59]=3)[CH:54]=[CH:55][C:50]=2[O:49][N:48]=1)[CH2:40][CH:41]1[CH2:46][CH2:45][O:44][CH2:43][CH2:42]1)(C)(C)C. (7) Given the product [Cl:19][C:20]1[CH:29]=[CH:28][CH:27]=[C:26]2[C:21]=1[CH2:22][CH2:23][CH2:24][N:25]2[C:2]1[C:6]2[CH2:7][N:8]([C:11](=[O:13])[CH3:12])[CH2:9][CH2:10][C:5]=2[N:4]([C@H:14]2[CH2:18][CH2:17][O:16][CH2:15]2)[N:3]=1, predict the reactants needed to synthesize it. The reactants are: Br[C:2]1[C:6]2[CH2:7][N:8]([C:11](=[O:13])[CH3:12])[CH2:9][CH2:10][C:5]=2[N:4]([C@H:14]2[CH2:18][CH2:17][O:16][CH2:15]2)[N:3]=1.[Cl:19][C:20]1[CH:29]=[CH:28][CH:27]=[C:26]2[C:21]=1[CH2:22][CH2:23][CH2:24][NH:25]2.C(O[Na])(C)(C)C.C1(P(C2C=CC=CC=2)C2C=CC=C3C=2OC2C(P(C4C=CC=CC=4)C4C=CC=CC=4)=CC=CC=2C3(C)C)C=CC=CC=1.